Dataset: Peptide-MHC class I binding affinity with 185,985 pairs from IEDB/IMGT. Task: Regression. Given a peptide amino acid sequence and an MHC pseudo amino acid sequence, predict their binding affinity value. This is MHC class I binding data. (1) The binding affinity (normalized) is 0. The peptide sequence is TLYCVHQGI. The MHC is HLA-B18:01 with pseudo-sequence HLA-B18:01. (2) The peptide sequence is KQQNFYALF. The MHC is HLA-A02:07 with pseudo-sequence HLA-A02:07. The binding affinity (normalized) is 0.0280.